From a dataset of Forward reaction prediction with 1.9M reactions from USPTO patents (1976-2016). Predict the product of the given reaction. (1) Given the reactants [C:1]([O:5][C:6](=[O:26])[NH:7][C@H:8]1[CH2:13][C:12]([OH:16])(CO)[CH2:11][O:10][C@@H:9]1[C:17]1[CH:22]=[C:21]([F:23])[C:20]([F:24])=[CH:19][C:18]=1[F:25])([CH3:4])([CH3:3])[CH3:2].I([O-])(=O)(=O)=O.[Na+], predict the reaction product. The product is: [C:1]([O:5][C:6](=[O:26])[NH:7][C@H:8]1[CH2:13][C:12](=[O:16])[CH2:11][O:10][C@@H:9]1[C:17]1[CH:22]=[C:21]([F:23])[C:20]([F:24])=[CH:19][C:18]=1[F:25])([CH3:4])([CH3:2])[CH3:3]. (2) Given the reactants C1(C)C=CC=CC=1.[CH:8]1([C:11]2[N:16]=[C:15](O)[CH:14]=[C:13]([C:18]3[CH:23]=[CH:22][CH:21]=[CH:20][CH:19]=3)[N:12]=2)[CH2:10][CH2:9]1.CN(C)C=O.S(Cl)([Cl:31])=O, predict the reaction product. The product is: [Cl:31][C:15]1[CH:14]=[C:13]([C:18]2[CH:23]=[CH:22][CH:21]=[CH:20][CH:19]=2)[N:12]=[C:11]([CH:8]2[CH2:10][CH2:9]2)[N:16]=1. (3) Given the reactants [I-].[CH3:2][P+](C1C=CC=CC=1)(C1C=CC=CC=1)C1C=CC=CC=1.CC(C)([O-])C.[K+].[CH3:28][S:29][C:30]1[CH:35]=[CH:34][CH:33]=[CH:32][C:31]=1[CH:36]=O.C(=O)(O)[O-].[Na+], predict the reaction product. The product is: [CH3:28][S:29][C:30]1[CH:35]=[CH:34][CH:33]=[CH:32][C:31]=1[CH:36]=[CH2:2].